From a dataset of Catalyst prediction with 721,799 reactions and 888 catalyst types from USPTO. Predict which catalyst facilitates the given reaction. (1) Reactant: Br[C:2]1[CH:7]=[CH:6][C:5]([C:8]2[N:9]([CH2:17][C:18]3[CH:23]=[CH:22][CH:21]=[CH:20][C:19]=3[Cl:24])[CH:10]=[C:11]([C:13]([OH:16])([CH3:15])[CH3:14])[N:12]=2)=[CH:4][CH:3]=1.[CH3:25][S:26]([C:29]1[CH:30]=[C:31](B(O)O)[CH:32]=[CH:33][CH:34]=1)(=[O:28])=[O:27].C([O-])([O-])=O.[K+].[K+]. Product: [Cl:24][C:19]1[CH:20]=[CH:21][CH:22]=[CH:23][C:18]=1[CH2:17][N:9]1[CH:10]=[C:11]([C:13]([OH:16])([CH3:15])[CH3:14])[N:12]=[C:8]1[C:5]1[CH:6]=[CH:7][C:2]([C:33]2[CH:32]=[CH:31][CH:30]=[C:29]([S:26]([CH3:25])(=[O:28])=[O:27])[CH:34]=2)=[CH:3][CH:4]=1. The catalyst class is: 57. (2) The catalyst class is: 4. Reactant: [O:1]1[CH2:6][CH2:5][CH:4]([N:7]2[CH2:11][CH2:10][C@@H:9]([NH:12]C(=O)OC(C)(C)C)[CH2:8]2)[CH2:3][CH2:2]1.FC(F)(F)C(O)=O. Product: [O:1]1[CH2:6][CH2:5][CH:4]([N:7]2[CH2:11][CH2:10][C@@H:9]([NH2:12])[CH2:8]2)[CH2:3][CH2:2]1. (3) Reactant: C([Mg]Cl)(C)C.I[C:7]1[CH:8]=[N:9][N:10]([CH3:24])[C:11]=1[CH2:12][CH2:13][C:14]1[CH:19]=[CH:18][C:17]([C:20]([F:23])([F:22])[F:21])=[CH:16][CH:15]=1.C(O[B:29]1[O:33][C:32]([CH3:35])([CH3:34])[C:31]([CH3:37])([CH3:36])[O:30]1)(C)C. Product: [CH3:24][N:10]1[C:11]([CH2:12][CH2:13][C:14]2[CH:19]=[CH:18][C:17]([C:20]([F:23])([F:22])[F:21])=[CH:16][CH:15]=2)=[C:7]([B:29]2[O:33][C:32]([CH3:35])([CH3:34])[C:31]([CH3:37])([CH3:36])[O:30]2)[CH:8]=[N:9]1. The catalyst class is: 7. (4) Reactant: [N:1]1([C:8]([O:10][C:11]([CH3:14])([CH3:13])[CH3:12])=[O:9])[CH2:7][CH2:6][CH2:5][NH:4][CH2:3][CH2:2]1.[F:15][C:16]1[CH:17]=[C:18]2[C:22](=[CH:23][CH:24]=1)[NH:21][C:20]([C:25](O)=[O:26])=[CH:19]2.CCN=C=NCCCN(C)C. Product: [F:15][C:16]1[CH:17]=[C:18]2[C:22](=[CH:23][CH:24]=1)[NH:21][C:20]([C:25]([N:4]1[CH2:5][CH2:6][CH2:7][N:1]([C:8]([O:10][C:11]([CH3:14])([CH3:13])[CH3:12])=[O:9])[CH2:2][CH2:3]1)=[O:26])=[CH:19]2. The catalyst class is: 2. (5) Reactant: [CH3:1][C:2]1[C:7]([CH3:8])=[CH:6][CH:5]=[CH:4][C:3]=1[OH:9].[C:10](=O)([O-])[O-].[K+].[K+].Br[C:17]([CH3:28])([CH3:27])[C:18]([C:20]1[CH:25]=[CH:24][C:23](Br)=[CH:22][CH:21]=1)=[O:19].O. Product: [CH3:1][C:2]1[C:7]([CH3:8])=[CH:6][CH:5]=[CH:4][C:3]=1[O:9][C:17]([CH3:28])([CH3:27])[C:18]([C:20]1[CH:25]=[CH:24][C:23]([CH3:10])=[CH:22][CH:21]=1)=[O:19]. The catalyst class is: 16.